This data is from Reaction yield outcomes from USPTO patents with 853,638 reactions. The task is: Predict the reaction yield, written as a fraction of the theoretical maximum amount of product (1.0 means a 100% yield; for example, 0.34 means a 34% yield). The reactants are Cl.[CH:2]1[C:10]2[C:9]3C=CC=C[C:8]=3[S:7][C:6]=2[C:5]([CH:15]([N:19]2[CH2:24][CH2:23][N:22]([CH3:25])[CH2:21][CH2:20]2)[C:16]([OH:18])=[O:17])=[CH:4][CH:3]=1.[Cl:26][C:27]1[CH:28]=[C:29]([NH:34][NH2:35])[CH:30]=[C:31]([Cl:33])[CH:32]=1. No catalyst specified. The product is [CH:16]([OH:18])=[O:17].[S:7]1[C:2]2[CH:3]=[CH:4][C:5]([CH:15]([N:19]3[CH2:20][CH2:21][N:22]([CH3:25])[CH2:23][CH2:24]3)[C:16]([NH:35][NH:34][C:29]3[CH:28]=[C:27]([Cl:26])[CH:32]=[C:31]([Cl:33])[CH:30]=3)=[O:18])=[CH:6][C:10]=2[CH:9]=[CH:8]1. The yield is 0.0400.